From a dataset of Forward reaction prediction with 1.9M reactions from USPTO patents (1976-2016). Predict the product of the given reaction. (1) Given the reactants [CH2:1]([NH:3][NH2:4])[CH3:2].[Cl:5][C:6]1[C:11]([CH:12]=O)=[C:10](Cl)[CH:9]=[C:8]([Cl:15])[N:7]=1.C(N(CC)CC)C, predict the reaction product. The product is: [Cl:5][C:6]1[C:11]2[CH:12]=[N:4][N:3]([CH2:1][CH3:2])[C:10]=2[CH:9]=[C:8]([Cl:15])[N:7]=1. (2) Given the reactants [F:1][C:2]1[CH:7]=[C:6]([F:8])[CH:5]=[CH:4][C:3]=1[C:9]#[C:10][C:11]1[N:12]=[N:13][C:14]([NH:17][NH2:18])=[CH:15][CH:16]=1.[CH:19](=O)[C:20]([CH3:23])([CH3:22])[CH3:21].C(O)(=O)C.C(O)(=O)C.IC1C=CC=CC=1, predict the reaction product. The product is: [C:20]([C:23]1[N:13]2[N:12]=[C:11]([C:10]#[C:9][C:3]3[CH:4]=[CH:5][C:6]([F:8])=[CH:7][C:2]=3[F:1])[CH:16]=[CH:15][C:14]2=[N:17][N:18]=1)([CH3:22])([CH3:21])[CH3:19]. (3) Given the reactants [F:1][C:2]1[C:3]([NH:37][C@H:38]2[CH:43]3[CH2:44][CH2:45][CH:40]([CH2:41][CH2:42]3)[C@@H:39]2[C:46]([OH:48])=[O:47])=[N:4][C:5]([C:8]2[C:16]3[C:11](=[N:12][CH:13]=[C:14]([F:17])[CH:15]=3)[N:10](C(C3C=CC=CC=3)(C3C=CC=CC=3)C3C=CC=CC=3)[N:9]=2)=[CH:6][CH:7]=1.C([SiH](CC)CC)C.FC(F)(F)C(O)=O, predict the reaction product. The product is: [F:1][C:2]1[C:3]([NH:37][C@H:38]2[CH:43]3[CH2:42][CH2:41][CH:40]([CH2:45][CH2:44]3)[C@@H:39]2[C:46]([OH:48])=[O:47])=[N:4][C:5]([C:8]2[C:16]3[C:11](=[N:12][CH:13]=[C:14]([F:17])[CH:15]=3)[NH:10][N:9]=2)=[CH:6][CH:7]=1. (4) The product is: [C:1]([O:5][C:6]([N:8]1[CH2:12][C:11](=[N:21][O:20][CH2:18][CH3:19])[CH2:10][C@H:9]1[C:14]([OH:16])=[O:15])=[O:7])([CH3:4])([CH3:3])[CH3:2]. Given the reactants [C:1]([O:5][C:6]([N:8]1[CH2:12][C:11](=O)[CH2:10][C@H:9]1[C:14]([OH:16])=[O:15])=[O:7])([CH3:4])([CH3:3])[CH3:2].Cl.[CH2:18]([O:20][NH2:21])[CH3:19].N1C=CC=CC=1, predict the reaction product. (5) Given the reactants [C:9](O[C:9]([O:11][C:12]([CH3:15])([CH3:14])[CH3:13])=[O:10])([O:11][C:12]([CH3:15])([CH3:14])[CH3:13])=[O:10].[F:16][C:17]([F:42])([F:41])[C:18]([NH:20][CH2:21][CH2:22][NH:23][CH:24]1[CH2:28][CH2:27][N:26]([C:29]2[C:38]3[C:33](=[CH:34][CH:35]=[C:36]([O:39][CH3:40])[N:37]=3)[N:32]=[CH:31][CH:30]=2)[CH2:25]1)=[O:19], predict the reaction product. The product is: [CH3:40][O:39][C:36]1[N:37]=[C:38]2[C:33](=[CH:34][CH:35]=1)[N:32]=[CH:31][CH:30]=[C:29]2[N:26]1[CH2:27][CH2:28][CH:24]([N:23]([CH2:22][CH2:21][NH:20][C:18](=[O:19])[C:17]([F:42])([F:16])[F:41])[C:9](=[O:10])[O:11][C:12]([CH3:13])([CH3:14])[CH3:15])[CH2:25]1. (6) The product is: [CH2:12]([O:14][CH2:15][C:16]1[N:17]([CH2:29][CH2:30][CH2:31][C:32]([NH2:34])=[O:33])[C:18]2[C:27]3[N:26]=[CH:25][CH:24]=[CH:23][C:22]=3[N+:21]([O-:9])=[CH:20][C:19]=2[N:28]=1)[CH3:13]. Given the reactants C1C=C(Cl)C=C(C(OO)=[O:9])C=1.[CH2:12]([O:14][CH2:15][C:16]1[N:17]([CH2:29][CH2:30][CH2:31][C:32]([NH2:34])=[O:33])[C:18]2[C:27]3[N:26]=[CH:25][CH:24]=[CH:23][C:22]=3[N:21]=[CH:20][C:19]=2[N:28]=1)[CH3:13], predict the reaction product.